From a dataset of Reaction yield outcomes from USPTO patents with 853,638 reactions. Predict the reaction yield, written as a fraction of the theoretical maximum amount of product (1.0 means a 100% yield; for example, 0.34 means a 34% yield). (1) The reactants are Cl.O1CCOCC1.C(OC([NH:15][CH2:16][C@H:17]([C:21]1[CH:26]=[CH:25][C:24]([Cl:27])=[CH:23][CH:22]=1)[C:18]([OH:20])=[O:19])=O)(C)(C)C.O1CCOCC1. The catalyst is C(Cl)Cl. The product is [ClH:27].[NH2:15][CH2:16][C@H:17]([C:21]1[CH:22]=[CH:23][C:24]([Cl:27])=[CH:25][CH:26]=1)[C:18]([OH:20])=[O:19]. The yield is 0.768. (2) The reactants are [F:1][C:2]1[CH:7]=[CH:6][CH:5]=[CH:4][C:3]=1[C:8]1[C:9]([N:17]2[CH2:22][CH2:21][NH:20][CH2:19][CH2:18]2)=[C:10]2[CH:16]=[CH:15][NH:14][C:11]2=[N:12][CH:13]=1.[C:23]([O:27][C:28]([N:30]([CH:43]([CH3:45])[CH3:44])[CH2:31][C@H:32]([C:36]1[CH:41]=[CH:40][C:39]([Cl:42])=[CH:38][CH:37]=1)[C:33](O)=[O:34])=[O:29])([CH3:26])([CH3:25])[CH3:24].C1C=CC2N(O)N=NC=2C=1.O.CCN=C=NCCCN(C)C.CCN(C(C)C)C(C)C.C([O-])([O-])=O.[Na+].[Na+]. The catalyst is C(Cl)Cl. The product is [Cl:42][C:39]1[CH:40]=[CH:41][C:36]([C@H:32]([C:33]([N:20]2[CH2:19][CH2:18][N:17]([C:9]3[C:8]([C:3]4[CH:4]=[CH:5][CH:6]=[CH:7][C:2]=4[F:1])=[CH:13][N:12]=[C:11]4[NH:14][CH:15]=[CH:16][C:10]=34)[CH2:22][CH2:21]2)=[O:34])[CH2:31][N:30]([CH:43]([CH3:44])[CH3:45])[C:28](=[O:29])[O:27][C:23]([CH3:25])([CH3:24])[CH3:26])=[CH:37][CH:38]=1. The yield is 0.700. (3) The catalyst is CO. The yield is 0.840. The reactants are [OH-].[Na+].[CH2:3]([O:10][C:11]1[CH:16]=[CH:15][C:14]([C@@H:17]2[CH2:19][C@H:18]2[C:20]([O:22]CC)=[O:21])=[CH:13][CH:12]=1)[C:4]1[CH:9]=[CH:8][CH:7]=[CH:6][CH:5]=1. The product is [CH2:3]([O:10][C:11]1[CH:12]=[CH:13][C:14]([C@@H:17]2[CH2:19][C@H:18]2[C:20]([OH:22])=[O:21])=[CH:15][CH:16]=1)[C:4]1[CH:5]=[CH:6][CH:7]=[CH:8][CH:9]=1. (4) The reactants are [N+:1]([C:4]1[CH:9]=[CH:8][C:7]([C:10]2[CH:15]=[CH:14][C:13]([NH2:16])=[CH:12][CH:11]=2)=[CH:6][CH:5]=1)([O-:3])=[O:2].CCN(CC)CC.[C:24](Cl)(=[O:29])[CH2:25][CH2:26][CH2:27]C. The catalyst is C1COCC1.C(OCC)(=O)C. The product is [N+:1]([C:4]1[CH:5]=[CH:6][C:7]([C:10]2[CH:15]=[CH:14][C:13]([NH:16][C:24](=[O:29])[CH2:25][CH2:26][CH3:27])=[CH:12][CH:11]=2)=[CH:8][CH:9]=1)([O-:3])=[O:2]. The yield is 0.940. (5) The reactants are [C:1]([C:3]1[CH:11]=[CH:10][CH:9]=[C:8]2[C:4]=1[CH:5]=[CH:6][NH:7]2)#[N:2].Cl.[NH2:13][OH:14].C([O-])([O-])=O.[Na+].[Na+]. The catalyst is O.CCO. The product is [OH:14][NH:13][C:1]([C:3]1[C:4]2[CH:5]=[CH:6][NH:7][C:8]=2[CH:9]=[CH:10][CH:11]=1)=[NH:2]. The yield is 0.940. (6) The reactants are ClN1C(=O)CCC1=O.[CH3:9][N:10]([C:17]1[S:18][C:19]([C:22]2[CH:23]=[N:24][CH:25]=[CH:26][CH:27]=2)=[N:20][N:21]=1)[C:11](=[O:16])[CH2:12][CH2:13][S:14][CH3:15].C(N(CC)CC)C.C(OCC)(=O)C. The catalyst is C1C=CC=CC=1. The product is [CH3:9][N:10]([C:17]1[S:18][C:19]([C:22]2[CH:23]=[N:24][CH:25]=[CH:26][CH:27]=2)=[N:20][N:21]=1)[C:11](=[O:16])/[CH:12]=[CH:13]/[S:14][CH3:15]. The yield is 0.400.